This data is from Forward reaction prediction with 1.9M reactions from USPTO patents (1976-2016). The task is: Predict the product of the given reaction. Given the reactants [CH2:1]([O:3][C:4](=[O:19])[CH:5](Br)[CH2:6][CH2:7][CH2:8][CH2:9][CH2:10][CH2:11][CH2:12][CH2:13][CH2:14][CH2:15][CH2:16][CH3:17])[CH3:2].[CH3:20][O:21][C:22]1[CH:27]=[CH:26][C:25]([SH:28])=[CH:24][CH:23]=1, predict the reaction product. The product is: [CH2:1]([O:3][C:4](=[O:19])[CH:5]([S:28][C:25]1[CH:26]=[CH:27][C:22]([O:21][CH3:20])=[CH:23][CH:24]=1)[CH2:6][CH2:7][CH2:8][CH2:9][CH2:10][CH2:11][CH2:12][CH2:13][CH2:14][CH2:15][CH2:16][CH3:17])[CH3:2].